From a dataset of Cav3 T-type calcium channel HTS with 100,875 compounds. Binary Classification. Given a drug SMILES string, predict its activity (active/inactive) in a high-throughput screening assay against a specified biological target. (1) The molecule is O=C(NC1CCCCC1)C(N(c1cc(ccc1)C(OC)=O)C(=O)c1nccnc1)c1c(nn(c1)C)C. The result is 0 (inactive). (2) The compound is S(=O)(=O)(N(C)C)c1c(cccc1)C#N. The result is 0 (inactive). (3) The compound is Fc1ccc(C(=O)N2CCC(N3CCCCCC3)CC2)cc1. The result is 0 (inactive).